This data is from Catalyst prediction with 721,799 reactions and 888 catalyst types from USPTO. The task is: Predict which catalyst facilitates the given reaction. (1) Reactant: [C:1](C1NC=NC=1C#N)#N.[CH:10]([C:12]1[NH:13][C:14]([C:19]#[N:20])=[C:15]([C:17]#[N:18])[N:16]=1)=[CH2:11].S(OC)(OC)(=O)=O. Product: [CH3:1][N:16]1[C:15]([C:17]#[N:18])=[C:14]([C:19]#[N:20])[N:13]=[C:12]1[CH:10]=[CH2:11]. The catalyst class is: 116. (2) Reactant: [O:1]1[C:5]2[CH:6]=[CH:7][C:8]([C@H:10]([CH2:15][C:16]([O:18][CH2:19][CH3:20])=[O:17])[CH2:11][C:12](O)=[O:13])=[CH:9][C:4]=2[O:3][CH2:2]1.C(Cl)(=O)C([Cl:24])=O.CN(C)C=O. Product: [O:1]1[C:5]2[CH:6]=[CH:7][C:8]([C@H:10]([CH2:11][C:12]([Cl:24])=[O:13])[CH2:15][C:16]([O:18][CH2:19][CH3:20])=[O:17])=[CH:9][C:4]=2[O:3][CH2:2]1. The catalyst class is: 2. (3) Reactant: [H-].[Li+].[Al+3].[H-].[H-].[H-].[CH2:7]([N:10]1[CH:14]=[C:13]([C:15](OC)=[O:16])[N:12]=[N:11]1)[CH2:8][CH3:9].S([O-])([O-])(=O)=S.[Na+].[Na+]. Product: [OH:16][CH2:15][C:13]1[N:12]=[N:11][N:10]([CH2:7][CH2:8][CH3:9])[CH:14]=1. The catalyst class is: 1.